This data is from Peptide-MHC class II binding affinity with 134,281 pairs from IEDB. The task is: Regression. Given a peptide amino acid sequence and an MHC pseudo amino acid sequence, predict their binding affinity value. This is MHC class II binding data. (1) The peptide sequence is AAAQKEVSGVKGFTL. The MHC is DRB1_0801 with pseudo-sequence DRB1_0801. The binding affinity (normalized) is 0.220. (2) The peptide sequence is PTFAKAMEKLSVLKV. The MHC is DRB1_0405 with pseudo-sequence DRB1_0405. The binding affinity (normalized) is 0.411.